From a dataset of Experimentally validated miRNA-target interactions with 360,000+ pairs, plus equal number of negative samples. Binary Classification. Given a miRNA mature sequence and a target amino acid sequence, predict their likelihood of interaction. (1) The miRNA is mmu-miR-5099 with sequence UUAGAUCGAUGUGGUGCUCC. The protein sequence of the target gene is MAAGCSEAPRPAAASDGSLVGQAGVLPCLELPTYAAACALVNSRYSCLVAGPHQRHIALSPRYLNRKRTGIREQLDAELLRYSESLLGVPIAYDNIKVVGELGDIYDDQGHIHLNIEADFVIFCPEPGQKLMGIVNKVSSSHIGCLVHGCFNASIPKPEQLSAEQWQTMEINMGDELEFEVFRLDSDAAGVFCIRGKLNITSLQFKRSEVSEEVTENGTEEAAKKPKKKKKKKDPETYEVDSGTTKLADDADDTPMEESALQNTNNANGIWEEEPKKKKKKKKHQEVQDQDPVFQGSDSS.... Result: 0 (no interaction). (2) The protein sequence of the target gene is MGCTVSAEDKAAAERSKMIDKNLREDGEKAAREVKLLLLGAGESGKSTIVKQMKIIHEDGYSEEECRQYRAVVYSNTIQSIMAIVKAMGNLQIDFADPSRADDARQLFALSCTAEEQGVLPDDLSGVIRRLWADHGVQACFGRSREYQLNDSAAYYLNDLERIAQSDYIPTQQDVLRTRVKTTGIVETHFTFKDLHFKMFDVGGQRSERKKWIHCFEGVTAIIFCVALSAYDLVLAEDEEMNRMHESMKLFDSICNNKWFTDTSIILFLNKKDLFEEKITHSPLTICFPEYTGANKYDEA.... The miRNA is hsa-miR-628-3p with sequence UCUAGUAAGAGUGGCAGUCGA. Result: 0 (no interaction). (3) The miRNA is cel-miR-2209a-3p with sequence AGAGAUCAGCGGUUACACUACA. The protein sequence of the target gene is MCRAISLRRLLLLLLQLSQLLAVTQGKTLVLGKEGESAELPCESSQKKITVFTWKFSDQRKILGQHGKGVLIRGGSPSQFDRFDSKKGAWEKGSFPLIINKLKMEDSQTYICELENRKEEVELWVFKVTFSPGTSLLQGQSLTLTLDSNSKVSNPLTECKHKKGKVVSGSKVLSMSNLRVQDSDFWNCTVTLDQKKNWFGMTLSVLGFQSTAITAYKSEGESAEFSFPLNFAEENGWGELMWKAEKDSFFQPWISFSIKNKEVSVQKSTKDLKLQLKETLPLTLKIPQVSLQFAGSGNLT.... Result: 0 (no interaction). (4) The miRNA is hsa-miR-29c-5p with sequence UGACCGAUUUCUCCUGGUGUUC. The protein sequence of the target gene is MMVDCQSSTQEIGEELINGVIYSISLRKVQLHQGATKGQRWLGCENESALNLYETCKVRTVKAGTLEKLVEHLVPAFQGSDLSYVTVFLCTYRAFTTTQQVLDLLFKRYGRCDALTASSRYGCILPYSSEDGGPQDQLKNAISSILGTWLDQYSEDFCQPPDFPCLKQLVAYVQLNMPGSDLERRAHLLLAQLEDLEPSEAESEALSPAPVLSLKPASQLEPALLLTPSQVVTSTPVREPAAAPVPVLASSPVVAPAPELEPVPEPPQEPEPSLALAPELEPAVSQSLELESAPVPTPAL.... Result: 0 (no interaction). (5) The miRNA is hsa-miR-376c-3p with sequence AACAUAGAGGAAAUUCCACGU. The protein sequence of the target gene is MDPYMIQMSSKGNLPSILDVHVNVGGRSSVPGKMKGRKARWSVRPSDMAKKTFNPIRAIVDNMKVKPNPNKTMISLSIGDPTVFGNLPTDPEVTQAMKDALDSGKYNGYAPSIGFLSSREEIASYYHCPEAPLEAKDVILTSGCSQAIDLCLAVLANPGQNILVPRPGFSLYKTLAESMGIEVKLYNLLPEKSWEIDLKQLEYLIDEKTACLIVNNPSNPCGSVFSKRHLQKILAVAARQCVPILADEIYGDMVFSDCKYEPLATLSTDVPILSCGGLAKRWLVPGWRLGWILIHDRRDI.... Result: 1 (interaction). (6) The miRNA is hsa-miR-130b-3p with sequence CAGUGCAAUGAUGAAAGGGCAU. The protein sequence of the target gene is MNILAPVRRDRVLAELPQCLRKEAALHGHKDFHPRVTCACQEHRTGTVGFKISKVIVVGDLSVGKTCLINRFCKDTFDKNYKATIGVDFEMERFEVLGIPFSLQLWDTAGQERFKCIASTYYRGAQAIIIVFNLNDVASLEHTKQWLADALKENDPSSVLLFLVGSKKDLSTPAQYALMEKDALQVAQEMKAEYWAVSSLTGENVREFFFRVAALTFEANVLAELEKSGARRIGDVVRINSDDSNLYLTASKKKPTCCP. Result: 1 (interaction).